From a dataset of Catalyst prediction with 721,799 reactions and 888 catalyst types from USPTO. Predict which catalyst facilitates the given reaction. (1) Reactant: [NH2:1][C:2]1[CH:7]=[C:6]([CH2:8][NH:9][C:10]2[CH:29]=[CH:28][CH:27]=[CH:26][C:11]=2[C:12]([NH:14][C:15]2[CH:25]=[CH:24][C:18]3[O:19][C:20]([F:23])([F:22])[O:21][C:17]=3[CH:16]=2)=[O:13])[CH:5]=[CH:4][N:3]=1.[CH3:30][O:31][C:32]1[CH:37]=[CH:36][C:35]([N:38]=[C:39]=[O:40])=[CH:34][CH:33]=1.C(N(C(C)C)CC)(C)C. Product: [F:22][C:20]1([F:23])[O:19][C:18]2[CH:24]=[CH:25][C:15]([NH:14][C:12](=[O:13])[C:11]3[CH:26]=[CH:27][CH:28]=[CH:29][C:10]=3[NH:9][CH2:8][C:6]3[CH:5]=[CH:4][N:3]=[C:2]([NH:1][C:39]([NH:38][C:35]4[CH:36]=[CH:37][C:32]([O:31][CH3:30])=[CH:33][CH:34]=4)=[O:40])[CH:7]=3)=[CH:16][C:17]=2[O:21]1. The catalyst class is: 2. (2) Reactant: [CH2:1]([O:8][C:9]([N:11]1[CH2:15][CH:14]=[CH:13][CH2:12]1)=[O:10])[C:2]1[CH:7]=[CH:6][CH:5]=[CH:4][CH:3]=1.ClC1C=C(C=CC=1)C(OO)=[O:21].S([O-])([O-])(=O)=S.[Na+].[Na+]. Product: [CH:13]12[O:21][CH:14]1[CH2:15][N:11]([C:9]([O:8][CH2:1][C:2]1[CH:3]=[CH:4][CH:5]=[CH:6][CH:7]=1)=[O:10])[CH2:12]2. The catalyst class is: 4. (3) Reactant: Cl.[F:2][C:3]1[C:4]([C:28]2[CH:33]=[CH:32][C:31]([C:34]3[CH:38]=[CH:37][O:36][N:35]=3)=[CH:30][CH:29]=2)=[CH:5][C:6](=[O:27])[N:7]([CH2:9][CH2:10][C@@:11]([CH3:26])([S:22]([CH3:25])(=[O:24])=[O:23])[C:12]([NH:14][O:15]C2CCCCO2)=[O:13])[CH:8]=1. Product: [F:2][C:3]1[C:4]([C:28]2[CH:29]=[CH:30][C:31]([C:34]3[CH:38]=[CH:37][O:36][N:35]=3)=[CH:32][CH:33]=2)=[CH:5][C:6](=[O:27])[N:7]([CH2:9][CH2:10][C@@:11]([CH3:26])([S:22]([CH3:25])(=[O:24])=[O:23])[C:12]([NH:14][OH:15])=[O:13])[CH:8]=1. The catalyst class is: 12.